Predict the reactants needed to synthesize the given product. From a dataset of Full USPTO retrosynthesis dataset with 1.9M reactions from patents (1976-2016). Given the product [CH:4]1([CH2:3][O:35][C:24]2[CH:25]=[C:26]([CH2:29][CH2:30][C:31]([O:33][CH3:34])=[O:32])[CH:27]=[CH:28][C:23]=2[C:19]2[CH:20]=[CH:21][CH:22]=[C:17]([N:15]([CH3:16])[C:14]([NH:13][CH2:6][CH2:7][CH2:8][CH2:9][CH2:10][CH2:11][CH3:12])=[O:36])[CH:18]=2)[CH2:2][CH2:1]1, predict the reactants needed to synthesize it. The reactants are: [CH3:1][C:2]1(Br)[CH2:4][CH2:3]1.[CH2:6]([NH:13][C:14](=[O:36])[N:15]([C:17]1[CH:18]=[C:19]([C:23]2[CH:28]=[CH:27][C:26]([CH2:29][CH2:30][C:31]([O:33][CH3:34])=[O:32])=[CH:25][C:24]=2[OH:35])[CH:20]=[CH:21][CH:22]=1)[CH3:16])[CH2:7][CH2:8][CH2:9][CH2:10][CH2:11][CH3:12].C(=O)([O-])[O-].[K+].[K+].